This data is from Forward reaction prediction with 1.9M reactions from USPTO patents (1976-2016). The task is: Predict the product of the given reaction. (1) Given the reactants C(=O)([O-])[O-].[K+].[K+].[C:7]([O:14][CH3:15])(=[O:13])[CH2:8][C:9]([O:11][CH3:12])=[O:10].[Br:16][C:17]1[CH:22]=[CH:21][C:20](F)=[C:19]([N+:24]([O-:26])=[O:25])[CH:18]=1.Cl, predict the reaction product. The product is: [Br:16][C:17]1[CH:22]=[CH:21][C:20]([CH:8]([C:7]([O:14][CH3:15])=[O:13])[C:9]([O:11][CH3:12])=[O:10])=[C:19]([N+:24]([O-:26])=[O:25])[CH:18]=1. (2) Given the reactants [F:1][C:2]1[CH:3]=[C:4]([N:9]=[C:10]=[O:11])[CH:5]=[CH:6][C:7]=1[F:8].[CH2:12]([N:19]1[C@@H:27]2[C@@:22]([C:29]3[CH:34]=[CH:33][C:32]([O:35][CH3:36])=[C:31]([O:37][CH3:38])[CH:30]=3)([CH2:23][CH2:24][CH:25]([NH2:28])[CH2:26]2)[CH2:21][CH2:20]1)[C:13]1[CH:18]=[CH:17][CH:16]=[CH:15][CH:14]=1, predict the reaction product. The product is: [CH2:12]([N:19]1[C@@H:27]2[C@@:22]([C:29]3[CH:34]=[CH:33][C:32]([O:35][CH3:36])=[C:31]([O:37][CH3:38])[CH:30]=3)([CH2:23][CH2:24][C@@H:25]([NH:28][C:10]([NH:9][C:4]3[CH:5]=[CH:6][C:7]([F:8])=[C:2]([F:1])[CH:3]=3)=[O:11])[CH2:26]2)[CH2:21][CH2:20]1)[C:13]1[CH:18]=[CH:17][CH:16]=[CH:15][CH:14]=1. (3) Given the reactants [Br:1]Br.[CH3:3][C:4]1[O:8][N:7]=[C:6]([C:9]([O:11][CH3:12])=[O:10])[CH:5]=1.C(=O)([O-])[O-].[K+].[K+], predict the reaction product. The product is: [Br:1][C:5]1[C:6]([C:9]([O:11][CH3:12])=[O:10])=[N:7][O:8][C:4]=1[CH3:3]. (4) Given the reactants [O:1]([C:9]1[CH:17]=[CH:16][CH:15]=[C:14]2[C:10]=1[CH2:11][CH2:12][C:13]2=O)[Si](C(C)(C)C)(C)C.[BH4-].[Na+].Cl.C(O)(=O)C(O)=O.[F-].C([N+](CCCC)(CCCC)CCCC)CCC.[NH4+].[Cl-], predict the reaction product. The product is: [OH:1][C:9]1[CH:17]=[CH:16][CH:15]=[C:14]2[C:10]=1[CH:11]=[CH:12][CH2:13]2. (5) Given the reactants [C:1]([C:4]1[CH:5]=[C:6](N)[CH:7]=[CH:8][C:9]=1[N+:10]([O-:12])=[O:11])(=[O:3])[CH3:2].N([O-])=O.[Na+].[BrH:18].O, predict the reaction product. The product is: [C:1]([C:4]1[CH:5]=[C:6]([Br:18])[CH:7]=[CH:8][C:9]=1[N+:10]([O-:12])=[O:11])(=[O:3])[CH3:2]. (6) The product is: [OH:26][CH:19]([C:20]1[CH:21]=[CH:22][N:23]=[CH:24][CH:25]=1)[CH2:18][N:10]1[C:11]2[CH:12]=[CH:13][C:14]([CH3:17])=[CH:15][C:16]=2[C:8]2[CH2:7][N:6]([CH2:5][C:4]([OH:29])=[O:3])[CH2:28][CH2:27][C:9]1=2. Given the reactants C([O:3][C:4](=[O:29])[CH2:5][N:6]1[CH2:28][CH2:27][C:9]2[N:10]([CH2:18][CH:19]([OH:26])[C:20]3[CH:25]=[CH:24][N:23]=[CH:22][CH:21]=3)[C:11]3[CH:12]=[CH:13][C:14]([CH3:17])=[CH:15][C:16]=3[C:8]=2[CH2:7]1)C.Cl, predict the reaction product. (7) Given the reactants Cl[C:2]1[C:7]([C:8]#[N:9])=[CH:6][N:5]=[CH:4][C:3]=1[C:10]1[CH:15]=[CH:14][CH:13]=[CH:12][C:11]=1[N+:16]([O-:18])=[O:17].N1C(=O)CC[C@H]1C(O)=O.Cl.[Cl:29][C:30]1[CH:31]=[C:32]([CH:34]=[CH:35][C:36]=1[F:37])[NH2:33].Cl, predict the reaction product. The product is: [Cl:29][C:30]1[CH:31]=[C:32]([NH:33][C:2]2[C:7]([C:8]#[N:9])=[CH:6][N:5]=[CH:4][C:3]=2[C:10]2[CH:15]=[CH:14][CH:13]=[CH:12][C:11]=2[N+:16]([O-:18])=[O:17])[CH:34]=[CH:35][C:36]=1[F:37]. (8) The product is: [C:21]([O-:29])(=[O:28])[C:22]1[CH:27]=[CH:26][CH:25]=[CH:24][CH:23]=1.[OH:5][CH2:4][CH2:3][N+:2]([CH3:6])([CH3:1])[CH2:19][O:18][CH2:7][CH2:8][CH2:9][CH2:10][CH2:11][CH2:12][CH2:13][CH2:14][CH2:15][CH2:16][CH3:17]. Given the reactants [CH3:1][N:2]([CH3:6])[CH2:3][CH2:4][OH:5].[CH2:7]([O:18][CH2:19]Cl)[CH2:8][CH2:9][CH2:10][CH2:11][CH2:12][CH2:13][CH2:14][CH2:15][CH2:16][CH3:17].[C:21]([O-:29])(=[O:28])[C:22]1[CH:27]=[CH:26][CH:25]=[CH:24][CH:23]=1.[Na+], predict the reaction product. (9) The product is: [N+:8]([C:5]1[N:6]=[CH:7][C:2]([N:18]2[CH2:21][CH:20]([OH:22])[CH2:19]2)=[CH:3][CH:4]=1)([O-:10])=[O:9]. Given the reactants F[C:2]1[CH:3]=[CH:4][C:5]([N+:8]([O-:10])=[O:9])=[N:6][CH:7]=1.C([O-])([O-])=O.[K+].[K+].Cl.[NH:18]1[CH2:21][CH:20]([OH:22])[CH2:19]1, predict the reaction product. (10) Given the reactants Br[C:2]1[C:3]([C:8]2[CH:13]=[CH:12][CH:11]=[CH:10][CH:9]=2)=[N:4][CH:5]=[CH:6][CH:7]=1.CC1(C)C(C)(C)OB([C:22]2[CH:23]=[CH:24][C:25]3[O:30][CH2:29][C:28](=[O:31])[NH:27][C:26]=3[CH:32]=2)O1.C1(P(C2CCCCC2)C2C=CC=CC=2C2C(C(C)C)=CC(C(C)C)=CC=2C(C)C)CCCCC1.P([O-])([O-])([O-])=O.[K+].[K+].[K+], predict the reaction product. The product is: [C:8]1([C:3]2[C:2]([C:22]3[CH:23]=[CH:24][C:25]4[O:30][CH2:29][C:28](=[O:31])[NH:27][C:26]=4[CH:32]=3)=[CH:7][CH:6]=[CH:5][N:4]=2)[CH:13]=[CH:12][CH:11]=[CH:10][CH:9]=1.